Dataset: Full USPTO retrosynthesis dataset with 1.9M reactions from patents (1976-2016). Task: Predict the reactants needed to synthesize the given product. (1) Given the product [CH3:1][C:2]1([CH3:46])[C:10]2[C:5](=[CH:6][CH:7]=[CH:8][CH:9]=2)[N:4]([CH2:11][CH2:12][CH2:13][N:14]2[CH2:44][CH2:43][C:17]3([N:21]([C:22]4[CH:27]=[CH:26][CH:25]=[CH:24][CH:23]=4)[CH2:20][N:19]([CH2:28][C:29]4[CH:41]=[CH:40][CH:39]=[CH:38][C:30]=4[C:31]([OH:33])=[O:32])[C:18]3=[O:42])[CH2:16][CH2:15]2)[C:3]1=[O:45], predict the reactants needed to synthesize it. The reactants are: [CH3:1][C:2]1([CH3:46])[C:10]2[C:5](=[CH:6][CH:7]=[CH:8][CH:9]=2)[N:4]([CH2:11][CH2:12][CH2:13][N:14]2[CH2:44][CH2:43][C:17]3([N:21]([C:22]4[CH:27]=[CH:26][CH:25]=[CH:24][CH:23]=4)[CH2:20][N:19]([CH2:28][C:29]4[CH:41]=[CH:40][CH:39]=[CH:38][C:30]=4[C:31]([O:33]C(C)(C)C)=[O:32])[C:18]3=[O:42])[CH2:16][CH2:15]2)[C:3]1=[O:45].Cl. (2) Given the product [F:24][C:22]([F:23])([F:25])[C:20]1[CH:19]=[C:5]([CH:4]=[C:3]([C:2]([F:26])([F:27])[F:1])[CH:21]=1)[CH2:6][CH:7]1[C:11](=[O:28])[CH2:10][CH2:9][C:8]1([CH:16]([CH3:18])[CH3:17])[C:13]([NH2:15])=[O:14], predict the reactants needed to synthesize it. The reactants are: [F:1][C:2]([F:27])([F:26])[C:3]1[CH:4]=[C:5]([CH:19]=[C:20]([C:22]([F:25])([F:24])[F:23])[CH:21]=1)[CH2:6][CH:7]1[C:11](=C)[CH2:10][CH2:9][C:8]1([CH:16]([CH3:18])[CH3:17])[C:13]([NH2:15])=[O:14].[O:28]=[O+][O-].C1(P(C2C=CC=CC=2)C2C=CC=CC=2)C=CC=CC=1. (3) Given the product [C:2]([C@@H:3]([NH:25][C:26]([C:28]1([NH:34][C:35](=[O:41])[O:36][C:37]([CH3:39])([CH3:38])[CH3:40])[CH2:29][CH2:30][O:31][CH2:32][CH2:33]1)=[O:27])[CH2:4][C:5]1[CH:6]=[CH:7][C:8]([C:11]2[CH:12]=[CH:13][C:14]3[O:18][C:17](=[O:19])[N:16]([CH2:20][CH2:21][O:22][CH3:23])[C:15]=3[CH:24]=2)=[CH:9][CH:10]=1)#[N:1], predict the reactants needed to synthesize it. The reactants are: [NH2:1][C:2](=O)[C@@H:3]([NH:25][C:26]([C:28]1([NH:34][C:35](=[O:41])[O:36][C:37]([CH3:40])([CH3:39])[CH3:38])[CH2:33][CH2:32][O:31][CH2:30][CH2:29]1)=[O:27])[CH2:4][C:5]1[CH:10]=[CH:9][C:8]([C:11]2[CH:12]=[CH:13][C:14]3[O:18][C:17](=[O:19])[N:16]([CH2:20][CH2:21][O:22][CH3:23])[C:15]=3[CH:24]=2)=[CH:7][CH:6]=1.CC[N+](S(N=C(OC)[O-])(=O)=O)(CC)CC. (4) The reactants are: [C:1]([O:5][C:6]([N:8]1[CH:13]([C:14]([O:16][C:17]([CH3:20])([CH3:19])[CH3:18])=[O:15])[CH2:12][CH2:11][CH:10]([C:21](O)=[O:22])[CH2:9]1)=[O:7])([CH3:4])([CH3:3])[CH3:2].[Li].C[Si](N[Si](C)(C)C)(C)C.[C:34]([O:37][CH2:38][CH3:39])(=[O:36])[CH3:35]. Given the product [CH2:38]([O:37][C:34](=[O:36])[CH2:35][C:21]([CH:10]1[CH2:9][N:8]([C:6]([O:5][C:1]([CH3:4])([CH3:2])[CH3:3])=[O:7])[CH:13]([C:14]([O:16][C:17]([CH3:20])([CH3:19])[CH3:18])=[O:15])[CH2:12][CH2:11]1)=[O:22])[CH3:39], predict the reactants needed to synthesize it. (5) The reactants are: [Br:1][C:2]1[CH:3]=[CH:4][C:5]([C:9](=[NH:12])[NH:10][NH2:11])=[N:6][C:7]=1[CH3:8].[CH:13](O)=O. Given the product [Br:1][C:2]1[C:7]([CH3:8])=[N:6][C:5]([C:9]2[NH:12][CH:13]=[N:11][N:10]=2)=[CH:4][CH:3]=1, predict the reactants needed to synthesize it.